The task is: Predict the product of the given reaction.. This data is from Forward reaction prediction with 1.9M reactions from USPTO patents (1976-2016). (1) The product is: [N:18]1[CH:19]=[CH:20][CH:21]=[C:16]([CH2:15][NH:14][C:10]2[CH:11]=[CH:12][CH:13]=[C:4]([C:3]([OH:22])=[O:2])[C:5]=2[C:6]([OH:8])=[O:7])[CH:17]=1. Given the reactants C[O:2][C:3](=[O:22])[C:4]1[C:5](=[C:10]([NH:14][CH2:15][C:16]2[CH:17]=[N:18][CH:19]=[CH:20][CH:21]=2)[CH:11]=[CH:12][CH:13]=1)[C:6]([O:8]C)=[O:7].COCCNC1C=CC=C(C(O)=O)C=1C(O)=O.Cl, predict the reaction product. (2) Given the reactants C([NH:8][C:9]1[C:14]([C:15]2[CH2:19][C:18]([CH2:24][C:25]([O:27][CH3:28])=[O:26])([C:20]([O:22][CH3:23])=[O:21])[O:17][N:16]=2)=[CH:13][N:12]=[C:11]2[N:29]([CH2:32][CH3:33])[N:30]=[CH:31][C:10]=12)C1C=CC=CC=1, predict the reaction product. The product is: [NH2:8][C:9]1[C:14]([C:15]2[CH2:19][C:18]([CH2:24][C:25]([O:27][CH3:28])=[O:26])([C:20]([O:22][CH3:23])=[O:21])[O:17][N:16]=2)=[CH:13][N:12]=[C:11]2[N:29]([CH2:32][CH3:33])[N:30]=[CH:31][C:10]=12. (3) Given the reactants [NH:1]([CH2:5][C:6]1[CH:14]=[CH:13][CH:12]=[C:8]([C:9]([OH:11])=O)[C:7]=1[C:15]([OH:17])=O)[C:2]([NH2:4])=[O:3].Cl.[NH2:19][CH:20]1[CH2:26][CH2:25][C:24](=[O:27])[NH:23][C:21]1=[O:22], predict the reaction product. The product is: [O:22]=[C:21]1[CH:20]([N:19]2[C:15](=[O:17])[C:7]3[C:8](=[CH:12][CH:13]=[CH:14][C:6]=3[CH2:5][NH:1][C:2]([NH2:4])=[O:3])[C:9]2=[O:11])[CH2:26][CH2:25][C:24](=[O:27])[NH:23]1. (4) Given the reactants C([C:5]1[N:27](C(N)=O)[C:8]2=[C:9](Cl)[N:10]=[C:11]([NH2:25])[C:12]([O:13][C@@H:14]([C:16]3[C:21]([Cl:22])=[CH:20][CH:19]=[C:18]([F:23])[C:17]=3[Cl:24])[CH3:15])=[C:7]2[CH:6]=1)(C)(C)C.Cl.C(=O)(O)[O-].[Na+], predict the reaction product. The product is: [Cl:24][C:17]1[C:18]([F:23])=[CH:19][CH:20]=[C:21]([Cl:22])[C:16]=1[C@H:14]([O:13][C:12]1[C:11]([NH2:25])=[N:10][CH:9]=[C:8]2[NH:27][CH:5]=[CH:6][C:7]=12)[CH3:15]. (5) Given the reactants [H-].[Na+].[NH:3]1[CH:7]=[CH:6][N:5]=[CH:4]1.Br[CH2:9][C:10]([O:12][CH2:13][CH3:14])=[O:11], predict the reaction product. The product is: [CH2:13]([O:12][C:10](=[O:11])[CH2:9][N:3]1[CH:7]=[CH:6][N:5]=[CH:4]1)[CH3:14].